From a dataset of Experimentally validated miRNA-target interactions with 360,000+ pairs, plus equal number of negative samples. Binary Classification. Given a miRNA mature sequence and a target amino acid sequence, predict their likelihood of interaction. (1) The miRNA is hsa-miR-1-3p with sequence UGGAAUGUAAAGAAGUAUGUAU. The protein sequence of the target gene is MAGASELGTGPGAAGGDGDDSLYPIAVLIDELRNEDVQLRLNSIKKLSTIALALGVERTRSELLPFLTDTIYDEDEVLLALAEQLGNFTGLVGGPDFAHCLLPPLENLATVEETVVRDKAVESLRQISQEHTPVALEAYFVPLVKRLASGDWFTSRTSACGLFSVCYPRASNAVKAEIRQQFRSLCSDDTPMVRRAAASKLGEFAKVLELDSVKSEIVPLFTSLASDEQDSVRLLAVEACVSIAQLLSQDDLETLVMPTLRQAAEDKSWRVRYMVADRFSELQKAMGPKITLNDLIPAFQ.... Result: 1 (interaction). (2) The miRNA is hsa-miR-5091 with sequence ACGGAGACGACAAGACUGUGCUG. The protein sequence of the target gene is MARELYHEEFARAGKQAGLQVWRIEKLELVPVPQSAHGDFYVGDAYLVLHTAKTSRGFTYHLHFWLGKECSQDESTAAAIFTVQMDDYLGGKPVQNRELQGYESNDFVSYFKGGLKYKAGGVASGLNHVLTNDLTAKRLLHVKGRRVVRATEVPLSWDSFNKGDCFIIDLGTEIYQWCGSSCNKYERLKANQVATGIRYNERKGRSELIVVEEGSEPSELIKVLGEKPELPDGGDDDDIIADISNRKMAKLYMVSDASGSMRVTVVAEENPFSMAMLLSEECFILDHGAAKQIFVWKGKD.... Result: 0 (no interaction). (3) The miRNA is mmu-miR-296-5p with sequence AGGGCCCCCCCUCAAUCCUGU. The protein sequence of the target gene is MSAFSEAALEKKLSELSNSQQSVQTLSLWLIHHRKHSRPIVTVWERELRKAKPNRKLTFLYLANDVIQNSKRKGPEFTKDFAPVIVEAFKHVSSETDESCKKHLGRVLSIWEERSVYENDVLEQLKQALYGDKKPRKRTYEQIKVDENENCSSLGSPSEPPQTLDLVRALQDLENAASGDAAVHQRIASLPVEVQEVSLLDKITDKESGERLSKMVEDACMLLADYNGRLAAEIDDRKQLTRMLADFLRCQKEALAEKEHKLEEYKRKLARVSLVRKELRSRIQSLPDLSRLPNVTGSHM.... Result: 0 (no interaction). (4) The miRNA is hsa-miR-548ar-5p with sequence AAAAGUAAUUGCAGUUUUUGC. The protein sequence of the target gene is MISITEWQKIGVGITGFGIFFILFGTLLYFDSVLLAFGNLLFLTGLSLIIGLRKTFWFFFQRHKLKGTSFLLGGVVIVLLRWPLLGMFLETYGFFSLFKGFFPVAFGFLGNVCNIPFLGALFRRLQGTSSMV. Result: 0 (no interaction).